Task: Predict the reactants needed to synthesize the given product.. Dataset: Full USPTO retrosynthesis dataset with 1.9M reactions from patents (1976-2016) (1) Given the product [CH2:1]([C:6]([C:16]1[CH:17]=[CH:18][CH:19]=[CH:20][CH:21]=1)([CH2:11][CH2:12][CH:13]([CH3:14])[CH3:15])[C:7]([OH:9])=[O:8])[CH2:2][CH:3]([CH3:5])[CH3:4], predict the reactants needed to synthesize it. The reactants are: [CH2:1]([C:6]([C:16]1[CH:21]=[CH:20][CH:19]=[CH:18][CH:17]=1)([CH2:11][CH2:12][CH:13]([CH3:15])[CH3:14])[C:7]([O:9]C)=[O:8])[CH2:2][CH:3]([CH3:5])[CH3:4].C1(C(CCC)(CCC)C(OC)=O)C=CC=CC=1. (2) The reactants are: [O:1]=[C:2]([CH2:6][C:7]1[CH:12]=[CH:11][CH:10]=[CH:9][CH:8]=1)[C:3]([OH:5])=[O:4].[CH2:13]1CCN2C(=NCCC2)CC1.IC.Cl. Given the product [O:1]=[C:2]([CH2:6][C:7]1[CH:12]=[CH:11][CH:10]=[CH:9][CH:8]=1)[C:3]([O:5][CH3:13])=[O:4], predict the reactants needed to synthesize it. (3) Given the product [Cl:1][C:2]1[C:7]([Cl:8])=[CH:6][CH:5]=[CH:4][C:3]=1[CH2:9][C:10]1[N:19]([C:13]2[CH:14]=[CH:15][CH:16]=[CH:17][CH:18]=2)[C:20](=[S:23])[NH:21][N:22]=1, predict the reactants needed to synthesize it. The reactants are: [Cl:1][C:2]1[C:7]([Cl:8])=[CH:6][CH:5]=[CH:4][C:3]=1[CH2:9][C:10](O)=O.[C:13]1([NH:19][C:20](=[S:23])[NH:21][NH2:22])[CH:18]=[CH:17][CH:16]=[CH:15][CH:14]=1. (4) The reactants are: [Cl:1][C:2]1[CH:8]=[CH:7][C:5]([NH2:6])=[CH:4][CH:3]=1.C(N(CC)CC)C.[C:16](Cl)(=[O:21])[C:17]([CH3:20])([CH3:19])[CH3:18]. Given the product [Cl:1][C:2]1[CH:8]=[CH:7][C:5]([NH:6][C:16](=[O:21])[C:17]([CH3:20])([CH3:19])[CH3:18])=[CH:4][CH:3]=1, predict the reactants needed to synthesize it. (5) Given the product [CH2:1]([NH:3][C:4]([NH:5][C:6]1[N:23]=[C:9]2[CH:10]=[C:11]([C:17]3[CH:18]=[N:19][CH:20]=[CH:21][CH:22]=3)[CH:12]=[C:13]([C:14]3[O:15][N:29]=[C:27]([CH3:28])[N:16]=3)[N:8]2[N:7]=1)=[O:24])[CH3:2], predict the reactants needed to synthesize it. The reactants are: [CH2:1]([NH:3][C:4](=[O:24])[NH:5][C:6]1[N:23]=[C:9]2[CH:10]=[C:11]([C:17]3[CH:18]=[N:19][CH:20]=[CH:21][CH:22]=3)[CH:12]=[C:13]([C:14]([NH2:16])=[O:15])[N:8]2[N:7]=1)[CH3:2].CO[C:27](OC)([N:29](C)C)[CH3:28].Cl.NO.[OH-].[Na+]. (6) Given the product [CH:1]1[C:10]2[C:5](=[CH:6][CH:7]=[CH:8][CH:9]=2)[CH:4]=[CH:3][C:2]=1[CH2:11][NH:12][CH2:13][CH:14]1[CH:15]2[CH:19]1[CH2:18][N:17]([C:20]1[N:25]=[CH:24][C:23]([C:26]([OH:28])=[O:27])=[CH:22][N:21]=1)[CH2:16]2, predict the reactants needed to synthesize it. The reactants are: [CH:1]1[C:10]2[C:5](=[CH:6][CH:7]=[CH:8][CH:9]=2)[CH:4]=[CH:3][C:2]=1[CH2:11][NH:12][CH2:13][CH:14]1[CH:19]2[CH:15]1[CH2:16][N:17]([C:20]1[N:25]=[CH:24][C:23]([C:26]([O:28]CC)=[O:27])=[CH:22][N:21]=1)[CH2:18]2.[OH-].[Na+].Cl. (7) Given the product [Cl:1][CH2:2][CH2:3][CH2:4][O:5][C:6]1[C:15]([O:16][CH3:17])=[CH:14][C:13]([N+:18]([O-:20])=[O:19])=[C:8]([CH:7]=1)[C:9]([O:11][CH3:12])=[O:10], predict the reactants needed to synthesize it. The reactants are: [Cl:1][CH2:2][CH2:3][CH2:4][O:5][C:6]1[CH:7]=[C:8]([CH:13]=[CH:14][C:15]=1[O:16][CH3:17])[C:9]([O:11][CH3:12])=[O:10].[N+:18]([O-])([OH:20])=[O:19]. (8) Given the product [CH:21]1([C:2]2[C:3](=[O:20])[N:4]([C:14]3[CH:19]=[CH:18][CH:17]=[CH:16][CH:15]=3)[CH:5]=[C:6]([C:8]3[CH:13]=[CH:12][CH:11]=[CH:10][N:9]=3)[CH:7]=2)[CH2:26][CH2:25][CH2:24][CH2:23][CH2:22]1, predict the reactants needed to synthesize it. The reactants are: Br[C:2]1[C:3](=[O:20])[N:4]([C:14]2[CH:19]=[CH:18][CH:17]=[CH:16][CH:15]=2)[CH:5]=[C:6]([C:8]2[CH:13]=[CH:12][CH:11]=[CH:10][N:9]=2)[CH:7]=1.[CH:21]1([Mg]Cl)[CH2:26][CH2:25][CH2:24][CH2:23][CH2:22]1.O. (9) Given the product [CH2:4]([C:3]([C:6]1[CH:11]=[CH:10][C:9]([F:12])=[C:8]([CH:7]=1)[CH:21]=[O:22])=[CH:1][CH3:2])[CH3:5], predict the reactants needed to synthesize it. The reactants are: [CH2:1]([C:3]([C:6]1[CH:11]=[CH:10][C:9]([F:12])=[CH:8][CH:7]=1)=[CH:4][CH3:5])[CH3:2].[Li]CCCC.CN([CH:21]=[O:22])C. (10) Given the product [CH3:13][O:14][C:15]1[CH:16]=[C:17]([CH:19]=[CH:20][CH:21]=1)[N:18]=[CH:11][C:9]1[N:10]=[C:5]2[CH:4]=[CH:3][C:2]([CH3:1])=[CH:7][N:6]2[CH:8]=1, predict the reactants needed to synthesize it. The reactants are: [CH3:1][C:2]1[CH:3]=[CH:4][C:5]2[N:6]([CH:8]=[C:9]([CH:11]=O)[N:10]=2)[CH:7]=1.[CH3:13][O:14][C:15]1[CH:16]=[C:17]([CH:19]=[CH:20][CH:21]=1)[NH2:18].